The task is: Regression. Given two drug SMILES strings and cell line genomic features, predict the synergy score measuring deviation from expected non-interaction effect.. This data is from NCI-60 drug combinations with 297,098 pairs across 59 cell lines. (1) Drug 1: CC(CN1CC(=O)NC(=O)C1)N2CC(=O)NC(=O)C2. Drug 2: COC1=CC(=CC(=C1O)OC)C2C3C(COC3=O)C(C4=CC5=C(C=C24)OCO5)OC6C(C(C7C(O6)COC(O7)C8=CC=CS8)O)O. Cell line: NCIH23. Synergy scores: CSS=59.7, Synergy_ZIP=0.453, Synergy_Bliss=1.22, Synergy_Loewe=-21.0, Synergy_HSA=4.34. (2) Drug 1: C1C(C(OC1N2C=NC3=C(N=C(N=C32)Cl)N)CO)O. Drug 2: CC1=C2C(C(=O)C3(C(CC4C(C3C(C(C2(C)C)(CC1OC(=O)C(C(C5=CC=CC=C5)NC(=O)C6=CC=CC=C6)O)O)OC(=O)C7=CC=CC=C7)(CO4)OC(=O)C)O)C)OC(=O)C. Cell line: UO-31. Synergy scores: CSS=23.6, Synergy_ZIP=-0.959, Synergy_Bliss=-0.543, Synergy_Loewe=-3.24, Synergy_HSA=-1.19. (3) Drug 1: C1C(C(OC1N2C=NC3=C(N=C(N=C32)Cl)N)CO)O. Drug 2: CC12CCC3C(C1CCC2OP(=O)(O)O)CCC4=C3C=CC(=C4)OC(=O)N(CCCl)CCCl.[Na+]. Cell line: MDA-MB-435. Synergy scores: CSS=37.0, Synergy_ZIP=-8.68, Synergy_Bliss=-5.77, Synergy_Loewe=-1.55, Synergy_HSA=0.0876. (4) Drug 1: CCCS(=O)(=O)NC1=C(C(=C(C=C1)F)C(=O)C2=CNC3=C2C=C(C=N3)C4=CC=C(C=C4)Cl)F. Drug 2: CC1=C(C(=O)C2=C(C1=O)N3CC4C(C3(C2COC(=O)N)OC)N4)N. Cell line: 786-0. Synergy scores: CSS=43.2, Synergy_ZIP=15.5, Synergy_Bliss=15.9, Synergy_Loewe=10.8, Synergy_HSA=15.7. (5) Drug 1: C1CCN(CC1)CCOC2=CC=C(C=C2)C(=O)C3=C(SC4=C3C=CC(=C4)O)C5=CC=C(C=C5)O. Drug 2: C1CCC(C1)C(CC#N)N2C=C(C=N2)C3=C4C=CNC4=NC=N3. Cell line: CCRF-CEM. Synergy scores: CSS=0.210, Synergy_ZIP=2.34, Synergy_Bliss=2.78, Synergy_Loewe=-2.36, Synergy_HSA=-2.23. (6) Drug 1: C1=CC(=CC=C1CCCC(=O)O)N(CCCl)CCCl. Drug 2: CS(=O)(=O)CCNCC1=CC=C(O1)C2=CC3=C(C=C2)N=CN=C3NC4=CC(=C(C=C4)OCC5=CC(=CC=C5)F)Cl. Cell line: PC-3. Synergy scores: CSS=13.0, Synergy_ZIP=-7.35, Synergy_Bliss=-10.3, Synergy_Loewe=-6.99, Synergy_HSA=-7.69. (7) Drug 1: CC1OCC2C(O1)C(C(C(O2)OC3C4COC(=O)C4C(C5=CC6=C(C=C35)OCO6)C7=CC(=C(C(=C7)OC)O)OC)O)O. Drug 2: CCC1(CC2CC(C3=C(CCN(C2)C1)C4=CC=CC=C4N3)(C5=C(C=C6C(=C5)C78CCN9C7C(C=CC9)(C(C(C8N6C=O)(C(=O)OC)O)OC(=O)C)CC)OC)C(=O)OC)O.OS(=O)(=O)O. Cell line: U251. Synergy scores: CSS=64.2, Synergy_ZIP=-0.879, Synergy_Bliss=1.37, Synergy_Loewe=4.32, Synergy_HSA=4.86.